Dataset: Experimentally validated miRNA-target interactions with 360,000+ pairs, plus equal number of negative samples. Task: Binary Classification. Given a miRNA mature sequence and a target amino acid sequence, predict their likelihood of interaction. (1) The miRNA is hsa-miR-582-3p with sequence UAACUGGUUGAACAACUGAACC. The protein sequence of the target gene is MPVLSTPRPSRVTTLKRTAVVLALTAYGVHKIYPLVRQCLTPARGPQVPAGEPTQEASGATATKAGMNRVFLQRLLALLRLLFPRVLCRETGLLALHSAALVSRTFLSVYVARLDGRLARCIVRKDPRAFSWQLLQWLLIALPATFINSAIRYLEGQLALSFRSRLVAHAYGLYFSQQTYYRVSNMDGRLRNPDQSLTEDVVAFAASVAHLYSNLTKPLLDVAVTSYTLLRAARSRGAGTAWPSAIAGLVVFLTANVLRAFSPKFGELVAEEARRKGELRYMHSRVVANSEEIAFYGGHE.... Result: 0 (no interaction). (2) The miRNA is mmu-miR-676-5p with sequence ACUCUACAACCUUAGGACUUGC. The protein sequence of the target gene is MELRALLCWASLATALEETLLNTKLETADLKWVTYPQAEGQWEELSGLDEEQHSVRTYEVCDMKRPGGQAHWLRTGWVPRRGAVHVYATIRFTMMECLSLPRASRSCKETFTVFYYESEADTATAHTPAWMENPYIKVDTVAAEHLTRKRPGAEATGKVNIKTLRLGPLSKAGFYLAFQDQGACMALLSLHLFYKKCSWLITNLTYFPETVPRELVVPVAGSCVANAVPTANPSPSLYCREDGQWAEQQVTGCSCAPGYEAAESNKVCRACGQGTFKPQIGDESCLPCPANSHSNNIGSP.... Result: 0 (no interaction).